Dataset: Reaction yield outcomes from USPTO patents with 853,638 reactions. Task: Predict the reaction yield, written as a fraction of the theoretical maximum amount of product (1.0 means a 100% yield; for example, 0.34 means a 34% yield). (1) The reactants are C([O:8][C:9]1[CH:20]=[CH:19][C:12]([C:13]([N:15]([O:17][CH3:18])[CH3:16])=[O:14])=[CH:11][CH:10]=1)C1C=CC=CC=1. The catalyst is [Pd].CO. The product is [OH:8][C:9]1[CH:20]=[CH:19][C:12]([C:13]([N:15]([O:17][CH3:18])[CH3:16])=[O:14])=[CH:11][CH:10]=1. The yield is 0.830. (2) The reactants are [C:1]([CH:5]1[CH2:13][C:12]2[C:7](=[CH:8][C:9]([N+:14]([O-:16])=[O:15])=[CH:10][CH:11]=2)[NH:6]1)([CH3:4])([CH3:3])[CH3:2].C(C1C(=O)C(Cl)=C(Cl)C(=O)C=1C#N)#N. The catalyst is O1CCOCC1. The product is [C:1]([C:5]1[NH:6][C:7]2[C:12]([CH:13]=1)=[CH:11][CH:10]=[C:9]([N+:14]([O-:16])=[O:15])[CH:8]=2)([CH3:4])([CH3:2])[CH3:3]. The yield is 0.800. (3) The reactants are [N+:1]([C:4]1[CH:5]=[C:6]2[C:10](=[CH:11][CH:12]=1)[N:9]([C:13](=[O:15])[CH3:14])[CH2:8][CH2:7]2)([O-])=O.[H][H]. The yield is 0.920. The catalyst is C1COCC1.O=[Pt]=O. The product is [NH2:1][C:4]1[CH:5]=[C:6]2[C:10](=[CH:11][CH:12]=1)[N:9]([C:13](=[O:15])[CH3:14])[CH2:8][CH2:7]2. (4) The reactants are [CH3:1][O:2][C:3]1[CH:4]=[C:5]([C:12]2[CH2:17][CH2:16][CH:15]([N:18]3[CH2:23][CH2:22][N:21](C(OC(C)(C)C)=O)[CH2:20][CH2:19]3)[CH2:14][CH:13]=2)[CH:6]=[CH:7][C:8]=1[N+:9]([O-:11])=[O:10]. The catalyst is C(O)(C(F)(F)F)=O.C(Cl)Cl. The product is [CH3:1][O:2][C:3]1[CH:4]=[C:5]([C:12]2[CH2:17][CH2:16][CH:15]([N:18]3[CH2:23][CH2:22][NH:21][CH2:20][CH2:19]3)[CH2:14][CH:13]=2)[CH:6]=[CH:7][C:8]=1[N+:9]([O-:11])=[O:10]. The yield is 0.780. (5) The reactants are [Br:1][C:2]1[CH:10]=[C:6]([C:7]([OH:9])=O)[C:5]([OH:11])=[CH:4][CH:3]=1.[NH2:12][C:13]1[S:14][C:15]([C:22]#[N:23])=[C:16]([C:18]([CH3:21])([CH3:20])[CH3:19])[N:17]=1. No catalyst specified. The product is [Br:1][C:2]1[CH:3]=[CH:4][C:5]([OH:11])=[C:6]([CH:10]=1)[C:7]([NH:12][C:13]1[S:14][C:15]([C:22]#[N:23])=[C:16]([C:18]([CH3:19])([CH3:21])[CH3:20])[N:17]=1)=[O:9]. The yield is 0.613.